This data is from Reaction yield outcomes from USPTO patents with 853,638 reactions. The task is: Predict the reaction yield, written as a fraction of the theoretical maximum amount of product (1.0 means a 100% yield; for example, 0.34 means a 34% yield). (1) The reactants are [NH2:1][C@@H:2]([C:5]([O:7][CH3:8])=[O:6])[CH2:3][OH:4].Cl.CCN(CC)CC.[CH3:17][C:18]([O:21][C:22](O[C:22]([O:21][C:18]([CH3:20])([CH3:19])[CH3:17])=[O:23])=[O:23])([CH3:20])[CH3:19]. The catalyst is C(Cl)Cl. The product is [NH:1]([C:22]([O:21][C:18]([CH3:20])([CH3:19])[CH3:17])=[O:23])[C@@H:2]([C:5]([O:7][CH3:8])=[O:6])[CH2:3][OH:4]. The yield is 0.690. (2) The reactants are Cl.CN(C)CCCN=C=NCC.[Br:13][C:14]1[CH:22]=[CH:21][C:17]([C:18]([OH:20])=O)=[CH:16][N:15]=1.[C:23]1([S:33]([NH2:36])(=[O:35])=[O:34])[C:24]([S:29]([NH2:32])(=[O:31])=[O:30])=[CH:25][CH:26]=[CH:27][CH:28]=1.O. The catalyst is CN(C)C1C=CN=CC=1.CN(C)C=O. The product is [Br:13][C:14]1[CH:22]=[CH:21][C:17]([C:18]([NH:36][S:33]([C:23]2[CH:28]=[CH:27][CH:26]=[CH:25][C:24]=2[S:29](=[O:31])(=[O:30])[NH2:32])(=[O:35])=[O:34])=[O:20])=[CH:16][N:15]=1. The yield is 0.910. (3) The reactants are B1([CH2:10][C:11]2[CH:16]=[CH:15][CH:14]=[CH:13][CH:12]=2)C2CCCC1CCC2.Br[C:18]1[C:23]2[O:24][CH:25]3[CH2:30][CH2:29][N:28]([C:31]([O:33][C:34]([CH3:37])([CH3:36])[CH3:35])=[O:32])[CH2:27][CH:26]3[C:22]=2[CH:21]=[C:20]([C:38]2[CH:43]=[CH:42][C:41]([Cl:44])=[CH:40][C:39]=2[Cl:45])[CH:19]=1.C([O-])([O-])=O.[K+].[K+]. The catalyst is O. The product is [CH2:10]([C:18]1[C:23]2[O:24][CH:25]3[CH2:30][CH2:29][N:28]([C:31]([O:33][C:34]([CH3:36])([CH3:37])[CH3:35])=[O:32])[CH2:27][CH:26]3[C:22]=2[CH:21]=[C:20]([C:38]2[CH:43]=[CH:42][C:41]([Cl:44])=[CH:40][C:39]=2[Cl:45])[CH:19]=1)[C:11]1[CH:16]=[CH:15][CH:14]=[CH:13][CH:12]=1. The yield is 0.770. (4) The reactants are C([O:3][C:4]([C:6]1[N:14]([CH3:15])[C:13]2[CH:12]=[CH:11][N:10]=[CH:9][C:8]=2[C:7]=1[NH:16][C:17]1[CH:22]=[CH:21][C:20]([CH:23]([CH3:25])[CH3:24])=[CH:19][C:18]=1[Cl:26])=[O:5])C.[OH-].[Na+].Cl. No catalyst specified. The product is [Cl:26][C:18]1[CH:19]=[C:20]([CH:23]([CH3:25])[CH3:24])[CH:21]=[CH:22][C:17]=1[NH:16][C:7]1[C:8]2[CH:9]=[N:10][CH:11]=[CH:12][C:13]=2[N:14]([CH3:15])[C:6]=1[C:4]([OH:5])=[O:3]. The yield is 1.00. (5) The reactants are C1(C2N=C(C=C3CCNCC3)ON=2)C=CC=CC=1.C(OC([N:26]1[CH2:31][CH2:30][C:29](=[CH:32][C:33]2[O:37][N:36]=[C:35]([C:38]3[CH:43]=[CH:42][CH:41]=[C:40]([Cl:44])[CH:39]=3)[N:34]=2)[CH2:28][CH2:27]1)=O)(C)(C)C. No catalyst specified. The product is [Cl:44][C:40]1[CH:39]=[C:38]([C:35]2[N:34]=[C:33]([CH:32]=[C:29]3[CH2:30][CH2:31][NH:26][CH2:27][CH2:28]3)[O:37][N:36]=2)[CH:43]=[CH:42][CH:41]=1. The yield is 0.890. (6) The reactants are Br[C:2]1[N:3]=[CH:4][C:5]([NH:8][C:9](=[O:14])[C:10]([CH3:13])([CH3:12])[CH3:11])=[N:6][CH:7]=1.C([Sn](CCCC)(CCCC)[C:20]([O:22]CC)=[CH2:21])CCC.Cl. The catalyst is C1(C)C=CC=CC=1.Cl[Pd](Cl)([P](C1C=CC=CC=1)(C1C=CC=CC=1)C1C=CC=CC=1)[P](C1C=CC=CC=1)(C1C=CC=CC=1)C1C=CC=CC=1. The product is [C:20]([C:2]1[N:3]=[CH:4][C:5]([NH:8][C:9](=[O:14])[C:10]([CH3:13])([CH3:12])[CH3:11])=[N:6][CH:7]=1)(=[O:22])[CH3:21]. The yield is 0.960. (7) The reactants are [N:1]1([C:7]2[N:12]=[C:11]3[NH:13][N:14]=[C:15]([C:16]([O:18][CH3:19])=[O:17])[C:10]3=[CH:9][CH:8]=2)[CH2:6][CH2:5][O:4][CH2:3][CH2:2]1.[I:20][C:21]1[CH:22]=[C:23](B(O)O)[CH:24]=[CH:25][CH:26]=1. No catalyst specified. The product is [I:20][C:21]1[CH:26]=[C:25]([N:13]2[C:11]3=[N:12][C:7]([N:1]4[CH2:2][CH2:3][O:4][CH2:5][CH2:6]4)=[CH:8][CH:9]=[C:10]3[C:15]([C:16]([O:18][CH3:19])=[O:17])=[N:14]2)[CH:24]=[CH:23][CH:22]=1. The yield is 0.400.